This data is from Retrosynthesis with 50K atom-mapped reactions and 10 reaction types from USPTO. The task is: Predict the reactants needed to synthesize the given product. (1) The reactants are: C[C@H](CO)Nc1nc(S)nc2nc(N)sc12.Cc1noc(C)c1CCl. Given the product Cc1noc(C)c1CSc1nc(N[C@H](C)CO)c2sc(N)nc2n1, predict the reactants needed to synthesize it. (2) Given the product O=C(Cc1ccccc1)c1ccc(CN2CC(C(=O)O)C2)cc1, predict the reactants needed to synthesize it. The reactants are: O=C(O)C1CNC1.O=Cc1ccc(C(=O)Cc2ccccc2)cc1. (3) Given the product C[Si](C)(C)c1cccc(C=Cc2ccc(C(=O)O)cc2)c1, predict the reactants needed to synthesize it. The reactants are: COC(=O)c1ccc(/C=C/c2cccc([Si](C)(C)C)c2)cc1. (4) Given the product CC(C)(C)c1cc(CN2CCOCC2)c(O)c([N+](=O)[O-])c1, predict the reactants needed to synthesize it. The reactants are: C1COCCN1.C=O.CC(C)(C)c1ccc(O)c([N+](=O)[O-])c1. (5) Given the product COc1ccc(C[C@H](NC(=O)[C@@H](C)NC(=O)CN2CCOCC2)C(=O)N[C@@H](Cc2ccccc2)C(=O)[C@]2(C)CO2)cc1OC, predict the reactants needed to synthesize it. The reactants are: COc1ccc(C[C@H](N)C(=O)N[C@@H](Cc2ccccc2)C(=O)[C@]2(C)CO2)cc1OC.C[C@H](NC(=O)CN1CCOCC1)C(=O)[O-]. (6) Given the product COCCNc1cccc2c(-c3ccnc(NC4CCCC4)n3)c(-c3ccc(OC)cc3)nn12, predict the reactants needed to synthesize it. The reactants are: COCCN.COc1ccc(-c2nn3c(Cl)cccc3c2-c2ccnc(NC3CCCC3)n2)cc1. (7) Given the product CC(C)(C)OC(=O)N1CCN2c3ccccc3NCCC2C1, predict the reactants needed to synthesize it. The reactants are: CC(C)(C)OC(=O)N1CCN2c3ccccc3NC(=O)CC2C1.